Dataset: NCI-60 drug combinations with 297,098 pairs across 59 cell lines. Task: Regression. Given two drug SMILES strings and cell line genomic features, predict the synergy score measuring deviation from expected non-interaction effect. (1) Drug 1: C1=CC(=CC=C1CC(C(=O)O)N)N(CCCl)CCCl.Cl. Drug 2: C(=O)(N)NO. Cell line: SK-MEL-28. Synergy scores: CSS=-4.29, Synergy_ZIP=0.492, Synergy_Bliss=0.269, Synergy_Loewe=-8.94, Synergy_HSA=-3.84. (2) Drug 1: CCCS(=O)(=O)NC1=C(C(=C(C=C1)F)C(=O)C2=CNC3=C2C=C(C=N3)C4=CC=C(C=C4)Cl)F. Drug 2: C(CCl)NC(=O)N(CCCl)N=O. Cell line: KM12. Synergy scores: CSS=-2.50, Synergy_ZIP=1.30, Synergy_Bliss=-1.93, Synergy_Loewe=-6.69, Synergy_HSA=-5.36. (3) Drug 2: CC1=C(C=C(C=C1)NC(=O)C2=CC=C(C=C2)CN3CCN(CC3)C)NC4=NC=CC(=N4)C5=CN=CC=C5. Synergy scores: CSS=-3.45, Synergy_ZIP=6.90, Synergy_Bliss=-0.875, Synergy_Loewe=-3.72, Synergy_HSA=-3.32. Drug 1: CCC(=C(C1=CC=CC=C1)C2=CC=C(C=C2)OCCN(C)C)C3=CC=CC=C3.C(C(=O)O)C(CC(=O)O)(C(=O)O)O. Cell line: NCI-H460. (4) Drug 1: CC1=C2C(C(=O)C3(C(CC4C(C3C(C(C2(C)C)(CC1OC(=O)C(C(C5=CC=CC=C5)NC(=O)C6=CC=CC=C6)O)O)OC(=O)C7=CC=CC=C7)(CO4)OC(=O)C)O)C)OC(=O)C. Drug 2: C1=NC2=C(N1)C(=S)N=CN2. Cell line: RPMI-8226. Synergy scores: CSS=49.6, Synergy_ZIP=-2.98, Synergy_Bliss=-5.12, Synergy_Loewe=-11.0, Synergy_HSA=-3.15. (5) Drug 1: C1CC(=O)NC(=O)C1N2CC3=C(C2=O)C=CC=C3N. Drug 2: C1CNP(=O)(OC1)N(CCCl)CCCl. Cell line: MOLT-4. Synergy scores: CSS=-25.6, Synergy_ZIP=2.64, Synergy_Bliss=-20.8, Synergy_Loewe=-24.6, Synergy_HSA=-24.9. (6) Drug 1: CCN(CC)CCCC(C)NC1=C2C=C(C=CC2=NC3=C1C=CC(=C3)Cl)OC. Drug 2: C1CC(=O)NC(=O)C1N2C(=O)C3=CC=CC=C3C2=O. Cell line: LOX IMVI. Synergy scores: CSS=43.5, Synergy_ZIP=8.27, Synergy_Bliss=6.60, Synergy_Loewe=-18.4, Synergy_HSA=5.29.